From a dataset of Catalyst prediction with 721,799 reactions and 888 catalyst types from USPTO. Predict which catalyst facilitates the given reaction. (1) Reactant: [S:1]1[C:5]2[CH:6]=[CH:7][CH:8]=[CH:9][C:4]=2[N:3]=[C:2]1[CH2:10][C:11]#[N:12].[C:13]([C:15]1[CH:22]=[CH:21][C:18]([CH:19]=O)=[CH:17][CH:16]=1)#[N:14].N1CCCCC1. Product: [S:1]1[C:5]2[CH:6]=[CH:7][CH:8]=[CH:9][C:4]=2[N:3]=[C:2]1/[C:10](/[C:11]#[N:12])=[CH:19]\[C:18]1[CH:21]=[CH:22][C:15]([C:13]#[N:14])=[CH:16][CH:17]=1. The catalyst class is: 8. (2) Reactant: C(Cl)(=O)C(Cl)=O.[S:7]1[CH2:12][CH2:11][CH:10]([C:13]([OH:15])=O)[CH2:9][CH2:8]1.Cl.[Br:17][C:18]1[CH:19]=[C:20]([NH:24][NH2:25])[CH:21]=[CH:22][CH:23]=1.C(N(CC)CC)C. Product: [Br:17][C:18]1[CH:19]=[C:20]([NH:24][NH:25][C:13]([CH:10]2[CH2:9][CH2:8][S:7][CH2:12][CH2:11]2)=[O:15])[CH:21]=[CH:22][CH:23]=1. The catalyst class is: 139. (3) Reactant: Br[CH:2]([C:7]([C:9]1[CH:14]=[CH:13][C:12]([F:15])=[CH:11][CH:10]=1)=O)[C:3]([O:5][CH3:6])=[O:4].[CH3:16][O:17][C:18]1[CH:26]=[CH:25][C:21]([C:22](=[S:24])[NH2:23])=[CH:20][CH:19]=1. Product: [F:15][C:12]1[CH:13]=[CH:14][C:9]([C:7]2[N:23]=[C:22]([C:21]3[CH:25]=[CH:26][C:18]([O:17][CH3:16])=[CH:19][CH:20]=3)[S:24][C:2]=2[C:3]([O:5][CH3:6])=[O:4])=[CH:10][CH:11]=1. The catalyst class is: 23. (4) The catalyst class is: 1. Reactant: [F:1][C:2]1[CH:10]=[C:9]([F:11])[CH:8]=[C:7]2[C:3]=1[CH:4]=[N:5][N:6]2[CH3:12].[Li]CCCC.[Cl:18][C:19]1[CH:20]=[CH:21][C:22]2[N:23]([C:25]([C:28](=[O:30])[CH3:29])=[CH:26][N:27]=2)[N:24]=1. Product: [Cl:18][C:19]1[CH:20]=[CH:21][C:22]2[N:23]([C:25]([C:28]([C:10]3[C:2]([F:1])=[C:3]4[C:7](=[CH:8][C:9]=3[F:11])[N:6]([CH3:12])[N:5]=[CH:4]4)([OH:30])[CH3:29])=[CH:26][N:27]=2)[N:24]=1. (5) Reactant: [CH3:1][C:2]1[N:7]=[C:6]2[S:8][C:9]3[CH2:14][CH2:13][CH2:12][CH2:11][C:10]=3[C:5]2=[C:4]([O:15][C:16]2[CH:21]=[CH:20][CH:19]=[CH:18][CH:17]=2)[C:3]=1[CH:22]([O:27][C:28]([CH3:31])([CH3:30])[CH3:29])[C:23]([O:25]C)=[O:24].[OH-].[Na+]. Product: [CH3:1][C:2]1[N:7]=[C:6]2[S:8][C:9]3[CH2:14][CH2:13][CH2:12][CH2:11][C:10]=3[C:5]2=[C:4]([O:15][C:16]2[CH:17]=[CH:18][CH:19]=[CH:20][CH:21]=2)[C:3]=1[CH:22]([O:27][C:28]([CH3:31])([CH3:30])[CH3:29])[C:23]([OH:25])=[O:24]. The catalyst class is: 5. (6) Reactant: C[O:2][C:3]([C@:5]1([CH3:25])[C@H:9]([O:10][Si:11]([C:14]([CH3:17])([CH3:16])[CH3:15])([CH3:13])[CH3:12])[CH2:8][CH2:7][N:6]1[C:18]([O:20][C:21]([CH3:24])([CH3:23])[CH3:22])=[O:19])=O.[Li+].[B-](CC)(CC)CC. Product: [C:21]([O:20][C:18]([N:6]1[CH2:7][CH2:8][C@@H:9]([O:10][Si:11]([C:14]([CH3:17])([CH3:16])[CH3:15])([CH3:13])[CH3:12])[C@:5]1([CH2:3][OH:2])[CH3:25])=[O:19])([CH3:24])([CH3:23])[CH3:22]. The catalyst class is: 1. (7) Reactant: Cl[C:2]1[CH:28]=[CH:27][C:5]2[O:6][CH:7]([C:10]([N:12]3[CH2:17][CH2:16][N:15]([CH2:18][C:19]4[CH:24]=[CH:23][C:22]([F:25])=[CH:21][CH:20]=4)[CH2:14][C@H:13]3[CH3:26])=[O:11])[CH2:8][O:9][C:4]=2[CH:3]=1. Product: [O:6]1[C:5]2[CH:27]=[CH:28][CH:2]=[CH:3][C:4]=2[O:9][CH2:8][CH:7]1[C:10]([N:12]1[CH2:17][CH2:16][N:15]([CH2:18][C:19]2[CH:20]=[CH:21][C:22]([F:25])=[CH:23][CH:24]=2)[CH2:14][C@H:13]1[CH3:26])=[O:11]. The catalyst class is: 45.